Predict the reactants needed to synthesize the given product. From a dataset of Full USPTO retrosynthesis dataset with 1.9M reactions from patents (1976-2016). (1) Given the product [Cl:1][C:2]1[CH:7]=[C:6]([Cl:8])[CH:5]=[CH:4][C:3]=1[C:9]1[N:10]=[C:11]([C@@H:17]([NH:26][C:27]([C@H:29]2[CH2:34][CH2:33][C@H:32]([CH2:35][CH3:36])[CH2:31][CH2:30]2)=[O:28])[CH2:18][C:19]2[CH:24]=[CH:23][C:22]([O:25][C:38]3[CH:47]=[CH:46][C:41]([C:42]([OH:44])=[O:43])=[CH:40][CH:39]=3)=[CH:21][CH:20]=2)[N:12]([CH2:14][C:15]#[CH:16])[CH:13]=1, predict the reactants needed to synthesize it. The reactants are: [Cl:1][C:2]1[CH:7]=[C:6]([Cl:8])[CH:5]=[CH:4][C:3]=1[C:9]1[N:10]=[C:11]([C@@H:17]([NH:26][C:27]([C@H:29]2[CH2:34][CH2:33][C@H:32]([CH2:35][CH3:36])[CH2:31][CH2:30]2)=[O:28])[CH2:18][C:19]2[CH:24]=[CH:23][C:22]([OH:25])=[CH:21][CH:20]=2)[N:12]([CH2:14][C:15]#[CH:16])[CH:13]=1.I[C:38]1[CH:47]=[CH:46][C:41]([C:42]([O:44]C)=[O:43])=[CH:40][CH:39]=1. (2) Given the product [Cl:1][C:2]1[CH:3]=[C:4]([CH:7]=[C:8]([O:10][C:11]2[C:16](=[O:17])[N:15]([CH2:18][C:19]3[N:20]=[CH:21][C:22](=[O:25])[N:23]([CH3:30])[CH:24]=3)[CH:14]=[N:13][C:12]=2[C:26]([F:29])([F:28])[F:27])[CH:9]=1)[C:5]#[N:6], predict the reactants needed to synthesize it. The reactants are: [Cl:1][C:2]1[CH:3]=[C:4]([CH:7]=[C:8]([O:10][C:11]2[C:16](=[O:17])[N:15]([CH2:18][C:19]3[CH:24]=[N:23][C:22]([OH:25])=[CH:21][N:20]=3)[CH:14]=[N:13][C:12]=2[C:26]([F:29])([F:28])[F:27])[CH:9]=1)[C:5]#[N:6].[C:30]([O-])([O-])=O.[Cs+].[Cs+].CI. (3) Given the product [CH3:1][N:2]([C:3]1[CH:4]=[N:5][CH:6]=[CH:7][C:8]=1[C:9]1[CH:14]=[CH:13][CH:12]=[CH:11][C:10]=1[CH3:15])[C:21](=[O:22])[C:20]1[CH:24]=[CH:25][C:26]([C:27]([F:28])([F:29])[F:30])=[C:18]([C:17]([F:16])([F:31])[F:32])[CH:19]=1, predict the reactants needed to synthesize it. The reactants are: [CH3:1][NH:2][C:3]1[CH:4]=[N:5][CH:6]=[CH:7][C:8]=1[C:9]1[CH:14]=[CH:13][CH:12]=[CH:11][C:10]=1[CH3:15].[F:16][C:17]([F:32])([F:31])[C:18]1[CH:19]=[C:20]([CH:24]=[CH:25][C:26]=1[C:27]([F:30])([F:29])[F:28])[C:21](O)=[O:22]. (4) Given the product [Cl:1][C:2]1[CH:7]=[C:6]([Cl:8])[CH:5]=[CH:4][C:3]=1[O:9][CH2:10][CH2:11][N:21]([C:14]([O:16][C:17]([CH3:20])([CH3:19])[CH3:18])=[O:15])[C:22]([O:24][C:25]([CH3:26])([CH3:27])[CH3:28])=[O:23], predict the reactants needed to synthesize it. The reactants are: [Cl:1][C:2]1[CH:7]=[C:6]([Cl:8])[CH:5]=[CH:4][C:3]=1[O:9][CH2:10][CH2:11]Cl.[Na].[C:14]([NH:21][C:22]([O:24][C:25]([CH3:28])([CH3:27])[CH3:26])=[O:23])([O:16][C:17]([CH3:20])([CH3:19])[CH3:18])=[O:15].